From a dataset of Full USPTO retrosynthesis dataset with 1.9M reactions from patents (1976-2016). Predict the reactants needed to synthesize the given product. (1) Given the product [CH3:1][O:2][C:3]1[CH:4]=[CH:5][C:6]2[C:12]3[C:13]([O:21][CH3:22])=[C:14]([O:19][CH3:20])[C:15]([O:17][CH3:18])=[CH:16][C:11]=3[CH2:10][CH2:9][C@H:8]([NH:23][C:25](=[O:48])[O:26][CH2:27][CH2:28][O:29][P:30]([O:32][CH2:33][C:34]3[CH:35]=[CH:36][CH:37]=[CH:38][CH:39]=3)([O:40][CH2:41][C:42]3[CH:47]=[CH:46][CH:45]=[CH:44][CH:43]=3)=[O:31])[C:7]=2[CH:24]=1, predict the reactants needed to synthesize it. The reactants are: [CH3:1][O:2][C:3]1[CH:4]=[CH:5][C:6]2[C:12]3[C:13]([O:21][CH3:22])=[C:14]([O:19][CH3:20])[C:15]([O:17][CH3:18])=[CH:16][C:11]=3[CH2:10][CH2:9][C@H:8]([NH2:23])[C:7]=2[CH:24]=1.[C:25](=O)([O:48]C1C=CC([N+]([O-])=O)=CC=1)[O:26][CH2:27][CH2:28][O:29][P:30]([O:40][CH2:41][C:42]1[CH:47]=[CH:46][CH:45]=[CH:44][CH:43]=1)([O:32][CH2:33][C:34]1[CH:39]=[CH:38][CH:37]=[CH:36][CH:35]=1)=[O:31]. (2) Given the product [Si:20]([O:19][CH2:18][CH2:17][CH:9]([C:4]1[CH:5]=[CH:6][CH:7]=[CH:8][C:3]=1[C:2]([F:12])([F:13])[F:1])[C:10]#[N:11])([C:23]([CH3:26])([CH3:25])[CH3:24])([CH3:22])[CH3:21], predict the reactants needed to synthesize it. The reactants are: [F:1][C:2]([F:13])([F:12])[C:3]1[CH:8]=[CH:7][CH:6]=[CH:5][C:4]=1[CH2:9][C:10]#[N:11].[OH-].[Na+].Br[CH2:17][CH2:18][O:19][Si:20]([C:23]([CH3:26])([CH3:25])[CH3:24])([CH3:22])[CH3:21].O. (3) Given the product [CH2:3]([O:10][NH:11][C@H:12]1[CH2:17][N:16]([C:31]([O:33][C:34]([CH3:37])([CH3:36])[CH3:35])=[O:32])[C@H:15]([C:18]([OH:20])=[O:19])[CH2:14][CH2:13]1)[C:4]1[CH:5]=[CH:6][CH:7]=[CH:8][CH:9]=1, predict the reactants needed to synthesize it. The reactants are: Cl.Cl.[CH2:3]([O:10][NH:11][C@H:12]1[CH2:17][NH:16][C@H:15]([C:18]([O:20]C)=[O:19])[CH2:14][CH2:13]1)[C:4]1[CH:9]=[CH:8][CH:7]=[CH:6][CH:5]=1.[OH-].[Na+].Cl.C(=O)([O-])[O-].[K+].[K+].[C:31](O[C:31]([O:33][C:34]([CH3:37])([CH3:36])[CH3:35])=[O:32])([O:33][C:34]([CH3:37])([CH3:36])[CH3:35])=[O:32]. (4) Given the product [N:8]1[C:17]2[C:12](=[CH:13][C:14]([C:18]3([C:21]4[N:25]5[N:26]=[C:27]([C:30]6[CH:38]=[CH:37][C:33]([C:34]([NH:8][CH:9]7[CH2:3][CH2:1][O:7][CH2:11][CH2:10]7)=[O:35])=[CH:32][CH:31]=6)[CH:28]=[N:29][C:24]5=[N:23][CH:22]=4)[CH2:20][CH2:19]3)=[CH:15][CH:16]=2)[CH:11]=[CH:10][CH:9]=1, predict the reactants needed to synthesize it. The reactants are: [C:1]([OH:7])([C:3](F)(F)F)=O.[N:8]1[C:17]2[C:12](=[CH:13][C:14]([C:18]3([C:21]4[N:25]5[N:26]=[C:27]([C:30]6[CH:38]=[CH:37][C:33]([C:34](O)=[O:35])=[CH:32][CH:31]=6)[CH:28]=[N:29][C:24]5=[N:23][CH:22]=4)[CH2:20][CH2:19]3)=[CH:15][CH:16]=2)[CH:11]=[CH:10][CH:9]=1. (5) Given the product [CH:1]([N:14]1[CH2:17][C:16]([NH:20][CH:21]([CH3:23])[CH3:22])([C:18]([NH2:19])=[O:24])[CH2:15]1)([C:8]1[CH:13]=[CH:12][CH:11]=[CH:10][CH:9]=1)[C:2]1[CH:3]=[CH:4][CH:5]=[CH:6][CH:7]=1, predict the reactants needed to synthesize it. The reactants are: [CH:1]([N:14]1[CH2:17][C:16]([NH:20][CH:21]([CH3:23])[CH3:22])([C:18]#[N:19])[CH2:15]1)([C:8]1[CH:13]=[CH:12][CH:11]=[CH:10][CH:9]=1)[C:2]1[CH:7]=[CH:6][CH:5]=[CH:4][CH:3]=1.[OH:24]S(O)(=O)=O. (6) Given the product [Br:65][C:66]1[C:60]([C@H:59]([OH:63])[CH2:61][OH:22])=[C:74]([CH3:75])[CH:73]=[C:72]2[C:67]=1[CH:68]=[CH:69][C:70]([CH3:79])=[N:71]2, predict the reactants needed to synthesize it. The reactants are: CC[C@H]1[C@H]2C[C@H]([C@H](OC3C4C(=CC=CC=4)C(O[C@H](C4C=CN=C5C=4C=C(OC)C=C5)[C@@H]4N5C[C@H](CC)[C@@H](CC5)C4)=NN=3)C3C=CN=C4C=3C=C([O:22]C)C=C4)N(CC2)C1.[C:59]([OH:63])(C)([CH3:61])[CH3:60].O.[Br:65][C:66]1[C:75](C=C)=[C:74](C)[CH:73]=[C:72]2[C:67]=1[CH:68]=[CH:69][C:70]([CH3:79])=[N:71]2. (7) Given the product [CH3:15][CH2:14][N:17]([CH2:12][C:10]([NH:9][C:3]1[C:4]([CH3:8])=[CH:5][CH:6]=[CH:7][C:2]=1[CH3:1])=[O:11])[CH2:18][CH3:19].[CH3:20][N:17]([CH2:18][CH2:19][CH2:23][CH3:24])[CH3:14], predict the reactants needed to synthesize it. The reactants are: [CH3:1][C:2]1[CH:7]=[CH:6][CH:5]=[C:4]([CH3:8])[C:3]=1[NH:9][C:10]([CH2:12]Cl)=[O:11].[CH:14]([N:17]([CH:20](C)C)[CH2:18][CH3:19])(C)[CH3:15].[C:23](OCC)(=O)[CH3:24].